From a dataset of Forward reaction prediction with 1.9M reactions from USPTO patents (1976-2016). Predict the product of the given reaction. Given the reactants [F:1][C:2]1[CH:3]=[C:4]([C:9]2[N:10]([CH2:21][CH2:22][O:23][CH3:24])[C:11](=[O:20])[C:12]([C:15]([O:17]CC)=[O:16])=[CH:13][N:14]=2)[CH:5]=[C:6]([F:8])[CH:7]=1.[I-].[Li+], predict the reaction product. The product is: [F:1][C:2]1[CH:3]=[C:4]([C:9]2[N:10]([CH2:21][CH2:22][O:23][CH3:24])[C:11](=[O:20])[C:12]([C:15]([OH:17])=[O:16])=[CH:13][N:14]=2)[CH:5]=[C:6]([F:8])[CH:7]=1.